From a dataset of Retrosynthesis with 50K atom-mapped reactions and 10 reaction types from USPTO. Predict the reactants needed to synthesize the given product. Given the product Cc1c(CO)c2cnnc(OCc3ccc(F)cc3)c2n1Cc1ccccc1, predict the reactants needed to synthesize it. The reactants are: Cc1c(C=O)c2cnnc(OCc3ccc(F)cc3)c2n1Cc1ccccc1.